From a dataset of Catalyst prediction with 721,799 reactions and 888 catalyst types from USPTO. Predict which catalyst facilitates the given reaction. (1) The catalyst class is: 64. Product: [C:34]([O:26][C:23]1[CH:24]=[CH:25][C:20]([C@@H:9]2[C@@H:8]([CH2:7][CH2:6][C@H:5]([O:4][C:1](=[O:3])[CH3:2])[C:27]3[CH:32]=[CH:31][C:30]([F:33])=[CH:29][CH:28]=3)[C:11](=[O:12])[N:10]2[C:13]2[CH:14]=[CH:15][C:16]([I:19])=[CH:17][CH:18]=2)=[CH:21][CH:22]=1)(=[O:36])[CH3:35]. Reactant: [C:1]([O:4][C@H:5]([C:27]1[CH:32]=[CH:31][C:30]([F:33])=[CH:29][CH:28]=1)[CH2:6][CH2:7][C@H:8]1[C:11](=[O:12])[N:10]([C:13]2[CH:18]=[CH:17][C:16]([I:19])=[CH:15][CH:14]=2)[C@@H:9]1[C:20]1[CH:25]=[CH:24][C:23]([OH:26])=[CH:22][CH:21]=1)(=[O:3])[CH3:2].[C:34](OC(=O)C)(=[O:36])[CH3:35].C(N(CC)CC)C. (2) Reactant: [CH:1]1[CH:6]=[C:5]2[C:7]3[CH:13]=[N:12][CH:11]=[CH:10][C:8]=3[NH:9][C:4]2=[CH:3][CH:2]=1.[CH2:14](Br)[CH2:15][CH2:16][CH2:17][CH3:18].[C:20]([O-])([O-])=[O:21].[Cs+].[Cs+].[C:26]([O:29][CH2:30][CH3:31])(=[O:28])C. Product: [CH3:20][O:21][C:2]1[CH:1]=[CH:6][C:5]2[C:7]3[CH2:13][N:12]([C:26]([O:29][CH2:30][CH3:31])=[O:28])[CH2:11][CH2:10][C:8]=3[N:9]([CH2:14][CH2:15][CH2:16][CH2:17][CH3:18])[C:4]=2[CH:3]=1. The catalyst class is: 3. (3) Reactant: [CH2:1]([N:8]1[CH2:13][CH2:12][C:11](=[CH:14][C:15](OCC)=O)[CH2:10][CH2:9]1)[C:2]1[CH:7]=[CH:6][CH:5]=[CH:4][CH:3]=1.C(N1CC[C:30]2([O:34]CC(=O)[CH:31]2[C:36]([O:38][CH2:39][CH3:40])=[O:37])CC1)C1C=CC=CC=1. Product: [CH2:1]([N:8]1[CH2:9][CH2:10][CH:11]([CH2:14][CH2:15][C:30](=[O:34])[CH2:31][C:36]([O:38][CH2:39][CH3:40])=[O:37])[CH2:12][CH2:13]1)[C:2]1[CH:3]=[CH:4][CH:5]=[CH:6][CH:7]=1. The catalyst class is: 13.